This data is from Full USPTO retrosynthesis dataset with 1.9M reactions from patents (1976-2016). The task is: Predict the reactants needed to synthesize the given product. (1) Given the product [C:8]([O:16][C@@H:17]1[C@H:21]([O:22][C:23](=[O:30])[C:24]2[CH:29]=[CH:28][CH:27]=[CH:26][CH:25]=2)[C@@H:20]([C:31]([NH:33][CH2:34][CH3:35])=[O:32])[O:19][C@H:18]1[N:36]1[CH:44]=[N:43][C:42]2[C:37]1=[N:38][C:39]([I:50])=[N:40][C:41]=2[Cl:45])(=[O:15])[C:9]1[CH:14]=[CH:13][CH:12]=[CH:11][CH:10]=1, predict the reactants needed to synthesize it. The reactants are: N(OCCCC)=O.[C:8]([O:16][C@@H:17]1[C@H:21]([O:22][C:23](=[O:30])[C:24]2[CH:29]=[CH:28][CH:27]=[CH:26][CH:25]=2)[C@@H:20]([C:31]([NH:33][CH2:34][CH3:35])=[O:32])[O:19][C@H:18]1[N:36]1[CH:44]=[N:43][C:42]2[C:37]1=[N:38][C:39](N)=[N:40][C:41]=2[Cl:45])(=[O:15])[C:9]1[CH:14]=[CH:13][CH:12]=[CH:11][CH:10]=1.II.[I-].[I:50]CI. (2) Given the product [ClH:26].[N+:1]([C:4]1[CH:5]=[CH:6][C:7]([CH2:8][O:9][C:10](=[O:23])[CH2:11][NH:12][CH:13]([CH3:14])[CH3:15])=[CH:24][CH:25]=1)([O-:3])=[O:2], predict the reactants needed to synthesize it. The reactants are: [N+:1]([C:4]1[CH:25]=[CH:24][C:7]([CH2:8][O:9][C:10](=[O:23])[CH2:11][N:12](C(OC(C)(C)C)=O)[CH:13]([CH3:15])[CH3:14])=[CH:6][CH:5]=1)([O-:3])=[O:2].[ClH:26].C(OCC)C. (3) Given the product [BrH:10].[NH2:1][C:2]1[C:7]([CH2:8][Br:11])=[CH:6][C:5]([Br:10])=[CH:4][N:3]=1, predict the reactants needed to synthesize it. The reactants are: [NH2:1][C:2]1[C:7]([CH2:8]O)=[CH:6][C:5]([Br:10])=[CH:4][N:3]=1.[BrH:11]. (4) Given the product [CH3:11][C:10]1([CH3:15])[O:8][CH:2]([CH2:3][CH2:4][CH2:5][CH2:6][OH:7])[CH2:1][O:9]1, predict the reactants needed to synthesize it. The reactants are: [CH2:1]([OH:9])[CH:2]([OH:8])[CH2:3][CH2:4][CH2:5][CH2:6][OH:7].[C:10]1(C)[CH:15]=CC(S(O)(=O)=O)=C[CH:11]=1. (5) Given the product [C:51]([O:55][C:31](=[O:40])[NH:28][C:21]1[N:22]=[C:18]([CH:15]2[CH2:14][CH2:13][N:12]([C:10](=[O:11])[CH2:9][C:3]3[CH:4]=[C:5]([CH3:8])[CH:6]=[CH:7][C:2]=3[CH3:1])[CH2:17][CH2:16]2)[S:19][CH:20]=1)([CH3:54])([CH3:53])[CH3:52], predict the reactants needed to synthesize it. The reactants are: [CH3:1][C:2]1[CH:7]=[CH:6][C:5]([CH3:8])=[CH:4][C:3]=1[CH2:9][C:10]([N:12]1[CH2:17][CH2:16][CH:15]([C:18]2[S:19][CH:20]=[C:21](C(O)=O)[N:22]=2)[CH2:14][CH2:13]1)=[O:11].C([N:28]([CH2:31]C)CC)C.C1(P(N=[N+]=[N-])(C2C=CC=CC=2)=[O:40])C=CC=CC=1.O.[C:51]([OH:55])([CH3:54])([CH3:53])[CH3:52].